From a dataset of Reaction yield outcomes from USPTO patents with 853,638 reactions. Predict the reaction yield, written as a fraction of the theoretical maximum amount of product (1.0 means a 100% yield; for example, 0.34 means a 34% yield). (1) The reactants are CN(C(ON1N=NC2C=CC=CC1=2)=[N+](C)C)C.[B-](F)(F)(F)F.[N:23]([C:26]1[CH:34]=[CH:33][C:29]([C:30]([OH:32])=O)=[CH:28][CH:27]=1)=[N+:24]=[N-:25].CCN(C(C)C)C(C)C.[NH:44]1[CH2:49][CH2:48][O:47][CH2:46][CH2:45]1. The catalyst is CN(C=O)C.CCOC(C)=O. The product is [N:23]([C:26]1[CH:27]=[CH:28][C:29]([C:30]([N:44]2[CH2:49][CH2:48][O:47][CH2:46][CH2:45]2)=[O:32])=[CH:33][CH:34]=1)=[N+:24]=[N-:25]. The yield is 1.00. (2) The reactants are C=[C:2]1[CH2:5][CH:4]([C:6](O)=O)[CH2:3]1.[N-:9]=[N+]=[N-].[Na+].[CH3:13][C:14]([O:17][C:18]([O:20]C(OC(C)(C)C)=O)=O)([CH3:16])[CH3:15]. The catalyst is C1COCC1.[Br-].C([N+](CCCC)(CCCC)CCCC)CCC.C(S([O-])(=O)=O)(F)(F)F.C(S([O-])(=O)=O)(F)(F)F.[Zn+2]. The product is [C:18]([NH:9][CH:2]1[CH2:3][C:4](=[CH2:6])[CH2:5]1)([O:17][C:14]([CH3:16])([CH3:15])[CH3:13])=[O:20]. The yield is 0.349. (3) The reactants are [Cl:1][C:2]1[CH:7]=[C:6]2[NH:8][C:9](=[O:36])[C:10]3([CH:15]([C:16]4[CH:21]=[CH:20][CH:19]=[C:18]([Cl:22])[CH:17]=4)[CH2:14][C:13](=O)[NH:12][CH:11]3[C:24]3[C:29]([O:30][CH:31]([CH3:33])[CH3:32])=[CH:28][CH:27]=[C:26]([F:34])[C:25]=3[F:35])[C:5]2=[CH:4][CH:3]=1.COC1C=CC(P2(=S)SP(=S)(C3C=CC(OC)=CC=3)[S:46]2)=CC=1. The catalyst is C1(C)C=CC=CC=1. The product is [Cl:1][C:2]1[CH:7]=[C:6]2[NH:8][C:9](=[O:36])[C:10]3([CH:15]([C:16]4[CH:21]=[CH:20][CH:19]=[C:18]([Cl:22])[CH:17]=4)[CH2:14][C:13](=[S:46])[NH:12][CH:11]3[C:24]3[C:29]([O:30][CH:31]([CH3:33])[CH3:32])=[CH:28][CH:27]=[C:26]([F:34])[C:25]=3[F:35])[C:5]2=[CH:4][CH:3]=1. The yield is 0.783. (4) The catalyst is C(Cl)(Cl)Cl.C(Cl)Cl. The yield is 0.250. The reactants are S(Cl)(Cl)=O.[C:5]([OH:28])(=O)[CH2:6][CH2:7][CH2:8][CH2:9][CH2:10][CH2:11][CH2:12][CH2:13][CH2:14][CH2:15][CH2:16][CH2:17][CH2:18][CH2:19][CH2:20][CH2:21][CH2:22][CH2:23][CH2:24][CH2:25][CH3:26].[CH3:29][N:30]1[CH2:35][CH2:34][NH:33][CH2:32][CH2:31]1.C(N1CCNCC1)C. The product is [CH3:29][N:30]1[CH2:35][CH2:34][N:33]([C:5](=[O:28])[CH2:6][CH2:7][CH2:8][CH2:9][CH2:10][CH2:11][CH2:12][CH2:13][CH2:14][CH2:15][CH2:16][CH2:17][CH2:18][CH2:19][CH2:20][CH2:21][CH2:22][CH2:23][CH2:24][CH2:25][CH3:26])[CH2:32][CH2:31]1. (5) The reactants are [CH3:1][C:2]1[CH:7]=[C:6]([C:8]([CH3:10])=[O:9])[C:5]([OH:11])=[C:4]([N+:12]([O-:14])=[O:13])[CH:3]=1.[CH2:15]([O:22][C:23]1[CH:30]=[CH:29][C:26]([CH:27]=O)=[CH:25][C:24]=1[Cl:31])[C:16]1[CH:21]=[CH:20][CH:19]=[CH:18][CH:17]=1. No catalyst specified. The product is [CH2:15]([O:22][C:23]1[CH:30]=[CH:29][C:26](/[CH:27]=[CH:10]/[C:8]([C:6]2[CH:7]=[C:2]([CH3:1])[CH:3]=[C:4]([N+:12]([O-:14])=[O:13])[C:5]=2[OH:11])=[O:9])=[CH:25][C:24]=1[Cl:31])[C:16]1[CH:17]=[CH:18][CH:19]=[CH:20][CH:21]=1. The yield is 0.590.